Dataset: Forward reaction prediction with 1.9M reactions from USPTO patents (1976-2016). Task: Predict the product of the given reaction. (1) The product is: [CH3:1][O:2][C:3](=[O:18])[CH2:4][C:5]1[CH:10]=[CH:9][C:8]([C:11]([F:14])([F:13])[F:12])=[CH:7][C:6]=1[NH:15][C:19](=[O:21])[CH3:20]. Given the reactants [CH3:1][O:2][C:3](=[O:18])[CH2:4][C:5]1[CH:10]=[CH:9][C:8]([C:11]([F:14])([F:13])[F:12])=[CH:7][C:6]=1[N+:15]([O-])=O.[C:19](OC(=O)C)(=[O:21])[CH3:20], predict the reaction product. (2) Given the reactants [N:1]1([NH:10][C:11](=[O:19])OC2C=CC=CC=2)[C:9]2[C:4](=[CH:5][CH:6]=[CH:7][CH:8]=2)[CH:3]=[CH:2]1.[NH2:20][C:21]1[CH:22]=[C:23]2[C:28](=[CH:29][CH:30]=1)[N:27]=[CH:26][CH:25]=[CH:24]2, predict the reaction product. The product is: [N:1]1([NH:10][C:11]([NH:20][C:21]2[CH:22]=[C:23]3[C:28](=[CH:29][CH:30]=2)[N:27]=[CH:26][CH:25]=[CH:24]3)=[O:19])[C:9]2[C:4](=[CH:5][CH:6]=[CH:7][CH:8]=2)[CH:3]=[CH:2]1. (3) The product is: [CH3:22][C:5]([O:14][C:15]1[CH:16]=[CH:17][C:18]([CH3:21])=[CH:19][CH:20]=1)([CH2:6][C:7]1[CH:8]=[CH:9][C:10]([O:13][CH2:36][CH2:35][C:26]2[N:27]=[C:28]([C:30]3[S:31][CH:32]=[CH:33][CH:34]=3)[O:29][C:25]=2[CH3:24])=[CH:11][CH:12]=1)[C:4]([OH:3])=[O:23]. Given the reactants C([O:3][C:4](=[O:23])[C:5]([CH3:22])([O:14][C:15]1[CH:20]=[CH:19][C:18]([CH3:21])=[CH:17][CH:16]=1)[CH2:6][C:7]1[CH:12]=[CH:11][C:10]([OH:13])=[CH:9][CH:8]=1)C.[CH3:24][C:25]1[O:29][C:28]([C:30]2[S:31][CH:32]=[CH:33][CH:34]=2)=[N:27][C:26]=1[CH2:35][CH2:36]OS(C1C=CC(C)=CC=1)(=O)=O, predict the reaction product. (4) The product is: [CH3:39][C:36]1[CH:37]=[CH:38][C:33]([C:31]2[N:32]=[C:26]([CH:11]3[CH2:12][CH:13]([C:15]4[CH:20]=[CH:19][C:18]([O:21][C:22]([F:23])([F:25])[F:24])=[CH:17][CH:16]=4)[CH2:14][N:9]([C:7]([N:1]4[CH2:6][CH2:5][O:4][CH2:3][CH2:2]4)=[O:8])[CH2:10]3)[O:28][N:30]=2)=[CH:34][CH:35]=1. Given the reactants [N:1]1([C:7]([N:9]2[CH2:14][CH:13]([C:15]3[CH:20]=[CH:19][C:18]([O:21][C:22]([F:25])([F:24])[F:23])=[CH:17][CH:16]=3)[CH2:12][CH:11]([C:26]([OH:28])=O)[CH2:10]2)=[O:8])[CH2:6][CH2:5][O:4][CH2:3][CH2:2]1.O[N:30]=[C:31]([C:33]1[CH:38]=[CH:37][C:36]([CH3:39])=[CH:35][CH:34]=1)[NH2:32], predict the reaction product. (5) Given the reactants Br[CH2:2][CH2:3][O:4][CH2:5][CH2:6][O:7][CH2:8][CH2:9][O:10][CH2:11][CH2:12][O:13][C:14]1[CH:15]=[C:16]([CH2:22][C@@H:23]([CH3:37])[C@@H:24]([CH3:36])[CH2:25][C:26]2[CH:31]=[CH:30][C:29]([O:32][CH3:33])=[C:28]([O:34][CH3:35])[CH:27]=2)[CH:17]=[CH:18][C:19]=1[O:20][CH3:21].C(=O)([O-])[O-].[K+].[K+].[N+:44]([C:47]1[NH:48][CH:49]=[CH:50][N:51]=1)([O-:46])=[O:45], predict the reaction product. The product is: [CH3:35][O:34][C:28]1[CH:27]=[C:26]([CH2:25][C@H:24]([CH3:36])[C@H:23]([CH3:37])[CH2:22][C:16]2[CH:17]=[CH:18][C:19]([O:20][CH3:21])=[C:14]([O:13][CH2:12][CH2:11][O:10][CH2:9][CH2:8][O:7][CH2:6][CH2:5][O:4][CH2:3][CH2:2][N:48]3[CH:49]=[CH:50][N:51]=[C:47]3[N+:44]([O-:46])=[O:45])[CH:15]=2)[CH:31]=[CH:30][C:29]=1[O:32][CH3:33]. (6) Given the reactants [NH2:1][C:2]1[CH:7]=[C:6]([O:8][C:9]2[C:14]([F:15])=[CH:13][C:12]([NH:16][C:17]([C:19]3([C:22]([NH:24][C:25]4[CH:30]=[CH:29][C:28]([F:31])=[CH:27][CH:26]=4)=[O:23])[CH2:21][CH2:20]3)=[O:18])=[C:11]([F:32])[CH:10]=2)[CH:5]=[CH:4][N:3]=1.C([N:35]([CH2:38]C)CC)C.ClC([O:43][C:44]1[CH:49]=CC=[CH:46][CH:45]=1)=O.C(=O)([O-])[OH:51].[Na+], predict the reaction product. The product is: [F:32][C:11]1[CH:10]=[C:9]([O:8][C:6]2[CH:5]=[CH:4][N:3]=[C:2]([NH:1][C:38]([N:35]3[CH2:46][CH2:45][C@@H:44]([OH:43])[CH2:49]3)=[O:51])[CH:7]=2)[C:14]([F:15])=[CH:13][C:12]=1[NH:16][C:17]([C:19]1([C:22]([NH:24][C:25]2[CH:26]=[CH:27][C:28]([F:31])=[CH:29][CH:30]=2)=[O:23])[CH2:21][CH2:20]1)=[O:18]. (7) Given the reactants [CH:1]([C:3]1[O:7][C:6]([C:8]2[CH:9]=[C:10]([CH:14]=[CH:15][CH:16]=2)[C:11]([OH:13])=[O:12])=[CH:5][CH:4]=1)=O.[NH:17]1[CH2:23][C:21](=[O:22])[NH:20][C:18]1=[O:19].N1CCCCC1, predict the reaction product. The product is: [O:19]=[C:18]1[NH:17][C:23](=[CH:1][C:3]2[O:7][C:6]([C:8]3[CH:9]=[C:10]([CH:14]=[CH:15][CH:16]=3)[C:11]([OH:13])=[O:12])=[CH:5][CH:4]=2)[C:21](=[O:22])[NH:20]1. (8) Given the reactants Cl.[S:2]1[C:6]([CH2:7][O:8][CH:9]2[CH2:12][NH:11][CH2:10]2)=[CH:5][C:4]2[CH:13]=[CH:14][CH:15]=[CH:16][C:3]1=2.CCN=C=NCCCN(C)C.C1C=CC2N(O)N=NC=2C=1.C(N(C(C)C)CC)(C)C.Cl.[O:48]=[C:49]1[NH:58][C:57]2[N:56]=[CH:55][C:54](/[CH:59]=[CH:60]/[C:61](O)=[O:62])=[CH:53][C:52]=2[CH2:51][CH2:50]1, predict the reaction product. The product is: [S:2]1[C:6]([CH2:7][O:8][CH:9]2[CH2:10][N:11]([C:61](=[O:62])/[CH:60]=[CH:59]/[C:54]3[CH:53]=[C:52]4[C:57](=[N:56][CH:55]=3)[NH:58][C:49](=[O:48])[CH2:50][CH2:51]4)[CH2:12]2)=[CH:5][C:4]2[CH:13]=[CH:14][CH:15]=[CH:16][C:3]1=2. (9) Given the reactants C([O:8][C:9]1[C:10]([C:26]2[S:27][C:28]([CH2:31][C:32]3[CH:37]=[CH:36][C:35]([F:38])=[CH:34][CH:33]=3)=[N:29][N:30]=2)=[N:11][N:12]2[C@@H:17]([C:18]3[CH:23]=[CH:22][CH:21]=[CH:20][CH:19]=3)[CH2:16][N:15]([CH3:24])[C:14](=[O:25])[C:13]=12)C1C=CC=CC=1.Br, predict the reaction product. The product is: [F:38][C:35]1[CH:34]=[CH:33][C:32]([CH2:31][C:28]2[S:27][C:26]([C:10]3[C:9]([OH:8])=[C:13]4[C:14](=[O:25])[N:15]([CH3:24])[CH2:16][C@H:17]([C:18]5[CH:23]=[CH:22][CH:21]=[CH:20][CH:19]=5)[N:12]4[N:11]=3)=[N:30][N:29]=2)=[CH:37][CH:36]=1. (10) The product is: [NH2:33][C:32](=[O:35])[CH:27]([C:4]1[CH:5]=[CH:6][C:7]([C:8]2[N:12]=[C:11]([C:13]3[N:14]=[C:15]4[C:20]([Cl:21])=[CH:19][C:18]([C:22]([F:25])([F:24])[F:23])=[CH:17][N:16]4[CH:26]=3)[O:10][N:9]=2)=[C:2]([Cl:1])[CH:3]=1)[CH2:28][C:29]([OH:31])=[O:30]. Given the reactants [Cl:1][C:2]1[CH:3]=[C:4]([CH:27]([C:32]#[N:33])[CH2:28][C:29]([OH:31])=[O:30])[CH:5]=[CH:6][C:7]=1[C:8]1[N:12]=[C:11]([C:13]2[N:14]=[C:15]3[C:20]([Cl:21])=[CH:19][C:18]([C:22]([F:25])([F:24])[F:23])=[CH:17][N:16]3[CH:26]=2)[O:10][N:9]=1.C(=O)(O)[O-:35].[Na+].C(O)(=O)CC(CC(O)=O)(C(O)=O)O, predict the reaction product.